From a dataset of Catalyst prediction with 721,799 reactions and 888 catalyst types from USPTO. Predict which catalyst facilitates the given reaction. (1) Reactant: [CH3:1][C:2]1[CH:7]=[CH:6][C:5]([C:8]2[C:13]([CH3:14])=[CH:12][CH:11]=[CH:10][C:9]=2[C:15]([NH:17][C:18]2[CH:40]=[CH:39][C:21]([O:22][CH2:23][CH2:24][C:25]3[N:30]=[C:29]([NH:31]C(=O)OC(C)(C)C)[CH:28]=[CH:27][CH:26]=3)=[CH:20][CH:19]=2)=[O:16])=[CH:4][CH:3]=1.FC(F)(F)C(O)=O. Product: [NH2:31][C:29]1[N:30]=[C:25]([CH2:24][CH2:23][O:22][C:21]2[CH:20]=[CH:19][C:18]([NH:17][C:15]([C:9]3[C:8]([C:5]4[CH:6]=[CH:7][C:2]([CH3:1])=[CH:3][CH:4]=4)=[C:13]([CH3:14])[CH:12]=[CH:11][CH:10]=3)=[O:16])=[CH:40][CH:39]=2)[CH:26]=[CH:27][CH:28]=1. The catalyst class is: 4. (2) Reactant: [C:1]1([CH3:35])[C:2]([NH:7][C:8]2[O:9][C:10]([C:16]3[CH:21]=[CH:20][C:19]([N:22]4[CH2:27][CH2:26][N:25]([C:28]([O:30][C:31]([CH3:34])([CH3:33])[CH3:32])=[O:29])[CH2:24][CH2:23]4)=[CH:18][CH:17]=3)=[C:11]([C:13](O)=[O:14])[N:12]=2)=[CH:3][CH:4]=[CH:5][CH:6]=1.O.OC1C2N=N[NH:43]C=2C=CC=1.Cl.CN(C)CCCN=C=NCC.N.O1CCOCC1. Product: [C:1]1([CH3:35])[C:2]([NH:7][C:8]2[O:9][C:10]([C:16]3[CH:17]=[CH:18][C:19]([N:22]4[CH2:23][CH2:24][N:25]([C:28]([O:30][C:31]([CH3:32])([CH3:33])[CH3:34])=[O:29])[CH2:26][CH2:27]4)=[CH:20][CH:21]=3)=[C:11]([C:13](=[O:14])[NH2:43])[N:12]=2)=[CH:3][CH:4]=[CH:5][CH:6]=1. The catalyst class is: 59. (3) The catalyst class is: 4. Product: [Cl:1][C:2]1[CH:7]=[CH:6][CH:5]=[CH:4][C:3]=1[N:8]1[C:12]([C:13]2[CH:21]=[CH:20][C:16]([C:17]([N:27]([CH3:28])[CH3:26])=[O:18])=[CH:15][CH:14]=2)=[CH:11][C:10]([C:22]([F:25])([F:24])[F:23])=[N:9]1. Reactant: [Cl:1][C:2]1[CH:7]=[CH:6][CH:5]=[CH:4][C:3]=1[N:8]1[C:12]([C:13]2[CH:21]=[CH:20][C:16]([C:17](Cl)=[O:18])=[CH:15][CH:14]=2)=[CH:11][C:10]([C:22]([F:25])([F:24])[F:23])=[N:9]1.[CH3:26][NH:27][CH3:28].C(N(CC)C(C)C)(C)C. (4) Reactant: [O-]CC.[Na+].[O:5]1[C:9]2[CH:10]=[CH:11][CH:12]=[CH:13][C:8]=2[CH:7]=[C:6]1[CH2:14][O:15][C:16]1[CH:21]=[CH:20][C:19]([CH2:22][OH:23])=[CH:18][CH:17]=1.[N:24]([C:27]1[CH:36]=[C:35]2[C:30]([C:31]([CH3:38])=[CH:32][C:33](=[O:37])[O:34]2)=[CH:29][CH:28]=1)=[C:25]=[O:26]. Product: [CH3:38][C:31]1[C:30]2[C:35](=[CH:36][C:27]([NH:24][C:25](=[O:26])[O:23][CH2:22][C:19]3[CH:20]=[CH:21][C:16]([O:15][CH2:14][C:6]4[O:5][C:9]5[CH:10]=[CH:11][CH:12]=[CH:13][C:8]=5[CH:7]=4)=[CH:17][CH:18]=3)=[CH:28][CH:29]=2)[O:34][C:33](=[O:37])[CH:32]=1. The catalyst class is: 3. (5) Reactant: [N:1]1([CH2:6][CH2:7][C:8]#[C:9][C:10]2[N:11]=[N:12][C:13]([O:16][CH2:17][C:18]3[N:19]=[C:20]([CH:23]=[CH:24][C:25]4[CH:30]=[CH:29][C:28]([C:31]([F:34])([F:33])[F:32])=[CH:27][CH:26]=4)[O:21][CH:22]=3)=[CH:14][CH:15]=2)[CH:5]=[CH:4][N:3]=[N:2]1. Product: [N:1]1([CH2:6][CH2:7][CH2:8][CH2:9][C:10]2[N:11]=[N:12][C:13]([O:16][CH2:17][C:18]3[N:19]=[C:20]([CH:23]=[CH:24][C:25]4[CH:26]=[CH:27][C:28]([C:31]([F:34])([F:33])[F:32])=[CH:29][CH:30]=4)[O:21][CH:22]=3)=[CH:14][CH:15]=2)[CH:5]=[CH:4][N:3]=[N:2]1. The catalyst class is: 78.